The task is: Regression. Given two drug SMILES strings and cell line genomic features, predict the synergy score measuring deviation from expected non-interaction effect.. This data is from NCI-60 drug combinations with 297,098 pairs across 59 cell lines. (1) Drug 1: C(=O)(N)NO. Drug 2: C1CN(CCN1C(=O)CCBr)C(=O)CCBr. Cell line: T-47D. Synergy scores: CSS=8.00, Synergy_ZIP=-3.19, Synergy_Bliss=1.30, Synergy_Loewe=-5.48, Synergy_HSA=-0.463. (2) Drug 1: C1CC(=O)NC(=O)C1N2CC3=C(C2=O)C=CC=C3N. Drug 2: CN1C2=C(C=C(C=C2)N(CCCl)CCCl)N=C1CCCC(=O)O.Cl. Cell line: SK-MEL-2. Synergy scores: CSS=-0.444, Synergy_ZIP=0.0128, Synergy_Bliss=-0.275, Synergy_Loewe=-2.01, Synergy_HSA=-1.81. (3) Drug 1: CC12CCC3C(C1CCC2=O)CC(=C)C4=CC(=O)C=CC34C. Drug 2: C1=CC(=CC=C1CCC2=CNC3=C2C(=O)NC(=N3)N)C(=O)NC(CCC(=O)O)C(=O)O. Cell line: UACC-257. Synergy scores: CSS=26.3, Synergy_ZIP=1.53, Synergy_Bliss=2.14, Synergy_Loewe=2.09, Synergy_HSA=4.61. (4) Drug 1: CNC(=O)C1=CC=CC=C1SC2=CC3=C(C=C2)C(=NN3)C=CC4=CC=CC=N4. Drug 2: C1=NC2=C(N1)C(=S)N=CN2. Cell line: MDA-MB-231. Synergy scores: CSS=-10.6, Synergy_ZIP=-12.9, Synergy_Bliss=-37.4, Synergy_Loewe=-44.4, Synergy_HSA=-39.9.